From a dataset of Catalyst prediction with 721,799 reactions and 888 catalyst types from USPTO. Predict which catalyst facilitates the given reaction. (1) Reactant: [Cl:1][C:2]1[CH:7]=[CH:6][C:5]([CH:8]2[CH2:12][N:11]([C:13]([CH:15]3[CH2:20][CH2:19][N:18]([CH2:21][CH2:22][CH2:23]SC)[CH2:17][CH2:16]3)=[O:14])[CH2:10][CH:9]2[N:26]([CH3:41])[C:27](=[O:40])[C:28]2[CH:33]=[CH:32][C:31]([O:34][CH3:35])=[C:30]([C:36]([F:39])([F:38])[F:37])[CH:29]=2)=[CH:4][CH:3]=1.Cl[C:43]1C=CC=C(C(OO)=O)C=1.[S:53](=[O:56])(O)[O-:54].[Na+].C(=O)([O-])[O-].[Na+].[Na+]. Product: [Cl:1][C:2]1[CH:3]=[CH:4][C:5]([CH:8]2[CH2:12][N:11]([C:13]([CH:15]3[CH2:16][CH2:17][N:18]([CH2:21][CH2:22][CH2:23][S:53]([CH3:43])(=[O:56])=[O:54])[CH2:19][CH2:20]3)=[O:14])[CH2:10][CH:9]2[N:26]([CH3:41])[C:27](=[O:40])[C:28]2[CH:33]=[CH:32][C:31]([O:34][CH3:35])=[C:30]([C:36]([F:37])([F:39])[F:38])[CH:29]=2)=[CH:6][CH:7]=1. The catalyst class is: 46. (2) Reactant: [CH3:1][NH:2][NH2:3].C([O:6][C:7](=O)[CH2:8][C:9]([C:11]1[CH:16]=[CH:15][C:14]([O:17][CH:18]([CH3:20])[CH3:19])=[C:13]([CH3:21])[CH:12]=1)=O)C. Product: [OH:6][C:7]1[N:2]([CH3:1])[N:3]=[C:9]([C:11]2[CH:16]=[CH:15][C:14]([O:17][CH:18]([CH3:20])[CH3:19])=[C:13]([CH3:21])[CH:12]=2)[CH:8]=1. The catalyst class is: 11. (3) Reactant: [CH2:1]([O:5][CH2:6][C:7]1[CH:8]=[CH:9][C:10]([N:13]2[CH:17]=[CH:16][C:15]([CH:18]([C:20]3[CH:32]=[CH:31][C:23]4[N:24](COC)[C:25](=[O:27])[S:26][C:22]=4[CH:21]=3)[CH3:19])=[N:14]2)=[N:11][CH:12]=1)[C:2]([CH3:4])=[O:3]. Product: [CH2:1]([O:5][CH2:6][C:7]1[CH:8]=[CH:9][C:10]([N:13]2[CH:17]=[CH:16][C:15]([CH:18]([C:20]3[CH:32]=[CH:31][C:23]4[NH:24][C:25](=[O:27])[S:26][C:22]=4[CH:21]=3)[CH3:19])=[N:14]2)=[N:11][CH:12]=1)[C:2]([CH3:4])=[O:3]. The catalyst class is: 55.